Dataset: Forward reaction prediction with 1.9M reactions from USPTO patents (1976-2016). Task: Predict the product of the given reaction. (1) Given the reactants ON1C2C=CC=CC=2N=N1.Cl.CN(C)CCCN=C=NCC.[CH:23]1([NH2:27])[CH2:26][CH2:25][CH2:24]1.[OH:28][CH2:29][C:30]1[CH:38]=[CH:37][C:33]([C:34](O)=[O:35])=[CH:32][CH:31]=1, predict the reaction product. The product is: [CH:23]1([NH:27][C:29](=[O:28])[C:30]2[CH:38]=[CH:37][C:33]([CH2:34][OH:35])=[CH:32][CH:31]=2)[CH2:26][CH2:25][CH2:24]1. (2) Given the reactants [Br:1][C:2]1[CH:3]=[CH:4][C:5]([I:11])=[C:6]([CH:10]=1)[C:7]([OH:9])=O.CCN=C=NCCCN(C)C.Cl.O.ON1C2C=CC=CC=2N=N1.[C:35]([O:39][C:40](=[O:49])[C:41]1[CH:46]=[CH:45][C:44]([CH2:47][NH2:48])=[CH:43][CH:42]=1)([CH3:38])([CH3:37])[CH3:36].C(=O)(O)[O-].[Na+], predict the reaction product. The product is: [C:35]([O:39][C:40](=[O:49])[C:41]1[CH:42]=[CH:43][C:44]([CH2:47][NH:48][C:7](=[O:9])[C:6]2[CH:10]=[C:2]([Br:1])[CH:3]=[CH:4][C:5]=2[I:11])=[CH:45][CH:46]=1)([CH3:38])([CH3:36])[CH3:37]. (3) Given the reactants [N:1]1([C:7]2[N:8]=[C:9]([N:31]3[CH2:36][CH2:35][O:34][CH2:33][CH2:32]3)[C:10]3[CH:15]=[C:14]([C:16]4[CH:17]=[C:18]([OH:22])[CH:19]=[CH:20][CH:21]=4)[N:13](COCC[Si](C)(C)C)[C:11]=3[N:12]=2)[CH2:6][CH2:5][O:4][CH2:3][CH2:2]1.[F-].[Cs+], predict the reaction product. The product is: [N:1]1([C:7]2[N:8]=[C:9]([N:31]3[CH2:32][CH2:33][O:34][CH2:35][CH2:36]3)[C:10]3[CH:15]=[C:14]([C:16]4[CH:17]=[C:18]([OH:22])[CH:19]=[CH:20][CH:21]=4)[NH:13][C:11]=3[N:12]=2)[CH2:6][CH2:5][O:4][CH2:3][CH2:2]1.